Dataset: Reaction yield outcomes from USPTO patents with 853,638 reactions. Task: Predict the reaction yield, written as a fraction of the theoretical maximum amount of product (1.0 means a 100% yield; for example, 0.34 means a 34% yield). The reactants are N[C:2]1[CH:9]=[C:8]([CH3:10])[CH:7]=[CH:6][C:3]=1[C:4]#[N:5].C=O.[CH3:13]C(O)=O.[BH3-][C:18]#[N:19].[Na+]. The catalyst is CC#N. The product is [CH3:13][N:19]([CH3:18])[C:2]1[CH:9]=[C:8]([CH3:10])[CH:7]=[CH:6][C:3]=1[C:4]#[N:5]. The yield is 0.470.